This data is from Peptide-MHC class I binding affinity with 185,985 pairs from IEDB/IMGT. The task is: Regression. Given a peptide amino acid sequence and an MHC pseudo amino acid sequence, predict their binding affinity value. This is MHC class I binding data. (1) The MHC is Mamu-B03 with pseudo-sequence Mamu-B03. The peptide sequence is TRVTAIEKYL. The binding affinity (normalized) is 0.382. (2) The peptide sequence is SFYVNRGFK. The MHC is HLA-B15:01 with pseudo-sequence HLA-B15:01. The binding affinity (normalized) is 0.0847.